Predict which catalyst facilitates the given reaction. From a dataset of Catalyst prediction with 721,799 reactions and 888 catalyst types from USPTO. (1) Reactant: N#N.[F:3][CH:4]1[C:9](=O)[CH2:8][CH2:7][N:6]([C:11]([O:13][C:14]([CH3:17])([CH3:16])[CH3:15])=[O:12])[CH2:5]1.C([O-])(=O)C.[NH4+:22].[BH3-]C#[N:25].[Na+]. Product: [NH2:25][C@@H:9]1[CH2:8][CH2:7][N:6]([C:11]([O:13][C:14]([CH3:17])([CH3:16])[CH3:15])=[O:12])[CH2:5][C@H:4]1[F:3].[NH2:22][C@H:9]1[CH2:8][CH2:7][N:6]([C:11]([O:13][C:14]([CH3:16])([CH3:15])[CH3:17])=[O:12])[CH2:5][C@H:4]1[F:3]. The catalyst class is: 5. (2) Reactant: Br[C:2]1[C:3]([NH:14][C:15]2[C:24]3[C:19](=[CH:20][C:21]([F:26])=[CH:22][C:23]=3[F:25])[N:18]=[C:17]([C:27]3[CH:32]=[CH:31][CH:30]=[CH:29][N:28]=3)[C:16]=2[CH3:33])=[CH:4][C:5]([N:8]2[CH2:13][CH2:12][O:11][CH2:10][CH2:9]2)=[N:6][CH:7]=1.[CH3:34][S:35]([NH:38][C:39]1[CH:40]=[C:41](B(O)O)[CH:42]=[CH:43][CH:44]=1)(=[O:37])=[O:36].C1(P(C2CCCCC2)C2CCCCC2)CCCCC1.[O-]P([O-])([O-])=O.[K+].[K+].[K+]. Product: [F:25][C:23]1[CH:22]=[C:21]([F:26])[CH:20]=[C:19]2[C:24]=1[C:15]([NH:14][C:3]1[CH:4]=[C:5]([N:8]3[CH2:13][CH2:12][O:11][CH2:10][CH2:9]3)[N:6]=[CH:7][C:2]=1[C:43]1[CH:44]=[C:39]([NH:38][S:35]([CH3:34])(=[O:36])=[O:37])[CH:40]=[CH:41][CH:42]=1)=[C:16]([CH3:33])[C:17]([C:27]1[CH:32]=[CH:31][CH:30]=[CH:29][N:28]=1)=[N:18]2. The catalyst class is: 552. (3) Reactant: C(OC([NH:8][C@H:9]([C:15]([OH:17])=O)[CH2:10][CH2:11][C:12](=[O:14])[NH2:13])=O)(C)(C)C.C(OC([Cl:25])=O)C(C)C.CN1CCOCC1.Cl.[S:34]1[CH2:38][CH2:37][NH:36][CH2:35]1.O1CCOCC1. Product: [ClH:25].[NH2:8][C@H:9]([C:15]([CH:35]1[NH:36][CH2:37][CH2:38][S:34]1)=[O:17])[CH2:10][CH2:11][C:12](=[O:14])[NH2:13]. The catalyst class is: 147. (4) Reactant: C(N([C@H:10]([CH3:19])[C@H:11]([C:13]1[CH:18]=[CH:17][CH:16]=[CH:15][CH:14]=1)[OH:12])CCCC)CCC.C(=O)CCCCCCCC.C([Zn]CC)C.C[Si](C)(C)Cl.N1CCNCC1.Cl. Product: [CH3:19][CH2:10][C@H:11]([OH:12])[CH2:13][CH2:14][CH2:15][CH2:16][CH2:17][CH3:18]. The catalyst class is: 81. (5) Reactant: [OH:1][C:2]1[CH:3]=[C:4]([C:8]([CH:10]=O)=O)[CH:5]=[CH:6][CH:7]=1.CC(=NO)C.S(O)(O)(=O)=O.[NH2:22][C:23]1[N:28]=[C:27]([NH2:29])[C:26]([NH2:30])=[C:25]([NH2:31])[N:24]=1.C(=O)(O)[O-].[Na+]. Product: [NH2:22][C:23]1[N:28]=[C:27]([NH2:29])[C:26]2[C:25](=[N:31][CH:10]=[C:8]([C:4]3[CH:3]=[C:2]([OH:1])[CH:7]=[CH:6][CH:5]=3)[N:30]=2)[N:24]=1. The catalyst class is: 223. (6) The catalyst class is: 6. Product: [Br:1][C:2]1[C:3]2[C:8]([C:9]([C:16]3[CH:21]=[CH:20][C:19]([CH:22]=[CH:24][C:25]4[CH:30]=[CH:29][CH:28]=[CH:27][CH:26]=4)=[CH:18][CH:17]=3)=[C:10]3[C:15]=1[CH:14]=[CH:13][CH:12]=[CH:11]3)=[CH:7][CH:6]=[CH:5][CH:4]=2. Reactant: [Br:1][C:2]1[C:3]2[C:8]([C:9]([C:16]3[CH:21]=[CH:20][C:19]([CH:22]=O)=[CH:18][CH:17]=3)=[C:10]3[C:15]=1[CH:14]=[CH:13][CH:12]=[CH:11]3)=[CH:7][CH:6]=[CH:5][CH:4]=2.[CH2:24](P(=O)(OCC)OCC)[C:25]1[CH:30]=[CH:29][CH:28]=[CH:27][CH:26]=1.CS(C)=O.CC(C)([O-])C.[K+]. (7) Reactant: [NH:1]1[C:5]([C:6]([O:8][CH2:9][CH3:10])=[O:7])=[CH:4][C:3]([C:11]([O:13][CH2:14][CH3:15])=[O:12])=[N:2]1.[C:16]([NH:23][CH2:24][CH2:25]O)([O:18][C:19]([CH3:22])([CH3:21])[CH3:20])=[O:17].C1(P(C2C=CC=CC=2)C2C=CC=CC=2)C=CC=CC=1.N(C(OC(C)(C)C)=O)=NC(OC(C)(C)C)=O. Product: [C:19]([O:18][C:16]([NH:23][CH2:24][CH2:25][N:1]1[C:5]([C:6]([O:8][CH2:9][CH3:10])=[O:7])=[CH:4][C:3]([C:11]([O:13][CH2:14][CH3:15])=[O:12])=[N:2]1)=[O:17])([CH3:22])([CH3:21])[CH3:20]. The catalyst class is: 1. (8) The catalyst class is: 7. Reactant: Br[C:2]1[CH:9]=[CH:8][CH:7]=[C:6]([F:10])[C:3]=1[C:4]#[N:5].[F:11][C:12]1[CH:17]=[CH:16][CH:15]=[C:14]([F:18])[C:13]=1B(O)O.P([O-])([O-])([O-])=O.[K+].[K+].[K+]. Product: [F:11][C:12]1[CH:17]=[CH:16][CH:15]=[C:14]([F:18])[C:13]=1[C:2]1[C:3]([C:4]#[N:5])=[C:6]([F:10])[CH:7]=[CH:8][CH:9]=1.